The task is: Predict which catalyst facilitates the given reaction.. This data is from Catalyst prediction with 721,799 reactions and 888 catalyst types from USPTO. Reactant: C([O:3][C:4](=[O:25])[CH2:5][C:6]1([CH2:22][CH2:23][CH3:24])[C:11]2[NH:12][C:13]3[C:18]([C:10]=2[CH2:9][CH2:8][O:7]1)=[C:17]([C:19]#[N:20])[CH:16]=[CH:15][C:14]=3[CH3:21])C.[OH-].[Na+]. Product: [C:19]([C:17]1[CH:16]=[CH:15][C:14]([CH3:21])=[C:13]2[C:18]=1[C:10]1[CH2:9][CH2:8][O:7][C:6]([CH2:22][CH2:23][CH3:24])([CH2:5][C:4]([OH:25])=[O:3])[C:11]=1[NH:12]2)#[N:20]. The catalyst class is: 36.